From a dataset of Peptide-MHC class I binding affinity with 185,985 pairs from IEDB/IMGT. Regression. Given a peptide amino acid sequence and an MHC pseudo amino acid sequence, predict their binding affinity value. This is MHC class I binding data. (1) The peptide sequence is RLEARIAQL. The MHC is HLA-A02:06 with pseudo-sequence HLA-A02:06. The binding affinity (normalized) is 0.285. (2) The peptide sequence is VLSDFKTWL. The MHC is HLA-A68:02 with pseudo-sequence HLA-A68:02. The binding affinity (normalized) is 0. (3) The peptide sequence is LRTFSILNR. The MHC is HLA-A11:01 with pseudo-sequence HLA-A11:01. The binding affinity (normalized) is 0.0382. (4) The peptide sequence is IQFDWYPTS. The MHC is HLA-A24:03 with pseudo-sequence HLA-A24:03. The binding affinity (normalized) is 0.0847. (5) The peptide sequence is GYTMHANYIF. The MHC is HLA-A24:02 with pseudo-sequence HLA-A24:02. The binding affinity (normalized) is 0.778.